From a dataset of Full USPTO retrosynthesis dataset with 1.9M reactions from patents (1976-2016). Predict the reactants needed to synthesize the given product. (1) The reactants are: C([O:4][C:5]1[CH:14]=[C:13]2[C:8]([CH2:9][CH2:10][NH:11][CH2:12]2)=[CH:7][CH:6]=1)(=O)C.C(N(CC)CC)C.[C:22](O[C:22]([O:24][C:25]([CH3:28])([CH3:27])[CH3:26])=[O:23])([O:24][C:25]([CH3:28])([CH3:27])[CH3:26])=[O:23]. Given the product [OH:4][C:5]1[CH:14]=[C:13]2[C:8]([CH2:9][CH2:10][N:11]([C:22]([O:24][C:25]([CH3:28])([CH3:27])[CH3:26])=[O:23])[CH2:12]2)=[CH:7][CH:6]=1, predict the reactants needed to synthesize it. (2) The reactants are: FC(F)(F)S(O[C:7]1[C:28]2[C:23](=[CH:24][CH:25]=[CH:26][CH:27]=2)[O:22][C:9]2([CH2:14][CH2:13][N:12]([C:15]([O:17][C:18]([CH3:21])([CH3:20])[CH3:19])=[O:16])[CH2:11][CH2:10]2)[CH:8]=1)(=O)=O.C(N(C(C)C)CC)(C)C. Given the product [N:12]1([C:15]([O:17][C:18]([CH3:21])([CH3:20])[CH3:19])=[O:16])[CH2:13][CH2:14][C:9]2([CH:8]=[C:7]([C:15]([O:17][CH3:18])=[O:16])[C:28]3[C:23](=[CH:24][CH:25]=[CH:26][CH:27]=3)[O:22]2)[CH2:10][CH2:11]1, predict the reactants needed to synthesize it. (3) Given the product [C:19]([O:18][C:16](=[O:17])[NH:1][CH2:2][CH:3]1[CH2:8][CH2:7][O:6][CH2:5][CH2:4]1)([CH3:22])([CH3:21])[CH3:20], predict the reactants needed to synthesize it. The reactants are: [NH2:1][CH2:2][CH:3]1[CH2:8][CH2:7][O:6][CH2:5][CH2:4]1.C(N(CC)CC)C.[C:16](O[C:16]([O:18][C:19]([CH3:22])([CH3:21])[CH3:20])=[O:17])([O:18][C:19]([CH3:22])([CH3:21])[CH3:20])=[O:17].